Dataset: Full USPTO retrosynthesis dataset with 1.9M reactions from patents (1976-2016). Task: Predict the reactants needed to synthesize the given product. (1) Given the product [Br:1][C:2]1[C:7]([O:8][CH2:9][O:10][CH3:11])=[C:6]([CH:20]=[O:22])[CH:5]=[CH:4][N:3]=1, predict the reactants needed to synthesize it. The reactants are: [Br:1][C:2]1[C:7]([O:8][CH2:9][O:10][CH3:11])=[CH:6][CH:5]=[CH:4][N:3]=1.[Li+].CC([N-]C(C)C)C.[CH2:20]([O:22]C=O)C. (2) Given the product [CH2:1]([N:8]1[CH:12]=[C:11]([NH:13][C:14]([C:16]2[C:36]3[CH2:35][CH2:34][C:21]4([CH2:25][CH2:24][CH2:23][CH:22]4[OH:26])[CH2:20][C:19]=3[NH:18][N:17]=2)=[O:15])[CH:10]=[N:9]1)[C:2]1[CH:3]=[CH:4][CH:5]=[CH:6][CH:7]=1, predict the reactants needed to synthesize it. The reactants are: [CH2:1]([N:8]1[CH:12]=[C:11]([NH:13][C:14]([C:16]2[C:36]3[CH2:35][CH2:34][C:21]4([CH2:25][CH2:24][CH2:23][CH:22]4[O:26][Si](C(C)(C)C)(C)C)[CH2:20][C:19]=3[N:18](COCC[Si](C)(C)C)[N:17]=2)=[O:15])[CH:10]=[N:9]1)[C:2]1[CH:7]=[CH:6][CH:5]=[CH:4][CH:3]=1.FC(F)(F)C(O)=O. (3) Given the product [O:20]1[CH2:21][CH2:22][N:23]([C:26]2[CH:27]=[CH:28][C:29]([C:30]([NH:1][C:2]3[CH:10]=[CH:9][C:8]4[C:4](=[CH:5][N:6]([C:11]5[CH:12]=[CH:13][C:14]([N+:17]([O-:19])=[O:18])=[CH:15][CH:16]=5)[N:7]=4)[CH:3]=3)=[O:31])=[CH:33][CH:34]=2)[CH2:24][CH2:25]1, predict the reactants needed to synthesize it. The reactants are: [NH2:1][C:2]1[CH:10]=[CH:9][C:8]2[C:4](=[CH:5][N:6]([C:11]3[CH:16]=[CH:15][C:14]([N+:17]([O-:19])=[O:18])=[CH:13][CH:12]=3)[N:7]=2)[CH:3]=1.[O:20]1[CH2:25][CH2:24][N:23]([C:26]2[CH:34]=[CH:33][C:29]([C:30]([O-])=[O:31])=[CH:28][CH:27]=2)[CH2:22][CH2:21]1.